Dataset: CYP2C9 substrate classification data from Carbon-Mangels et al.. Task: Regression/Classification. Given a drug SMILES string, predict its absorption, distribution, metabolism, or excretion properties. Task type varies by dataset: regression for continuous measurements (e.g., permeability, clearance, half-life) or binary classification for categorical outcomes (e.g., BBB penetration, CYP inhibition). Dataset: cyp2c9_substrate_carbonmangels. (1) The compound is N=C(N)NC[C@@H]1COc2ccccc2O1. The result is 0 (non-substrate). (2) The compound is CC(C)C[C@H](N(C)C)C1(c2ccc(Cl)cc2)CCC1. The result is 0 (non-substrate).